This data is from Full USPTO retrosynthesis dataset with 1.9M reactions from patents (1976-2016). The task is: Predict the reactants needed to synthesize the given product. (1) Given the product [CH3:2][C:8]([O:10][CH2:21][C:20]([C@@H:26]1[C@@:30]2([CH3:46])[CH2:31][CH2:32][C@@H:33]3[C@:38]4([CH3:44])[C:39](=[CH:40][C:41]([CH2:42][CH2:37]4)=[O:43])[CH2:36][CH2:35][C@H:34]3[C@@H:29]2[CH2:28][CH2:27]1)=[O:11])=[O:9], predict the reactants needed to synthesize it. The reactants are: N[C@H:2]([C:8]([OH:10])=[O:9])CCCCN.[OH:11]N1C(=O)CCC1=O.C[C@@H:20]([C@@H:26]1[C@@:30]2([CH3:46])[C@@H:31](O)[CH2:32][C@@H:33]3[C@@:38]4([CH3:44])[CH2:39][CH2:40][C@@H:41]([OH:43])[CH2:42][C@H:37]4[CH2:36][CH2:35][C@H:34]3[C@@H:29]2[CH2:28][CH2:27]1)[CH2:21]CC(O)=O. (2) Given the product [CH2:35]([O:8][C:7]1[CH:6]=[CH:5][C:4]([N:9]2[C:14](=[O:15])[C:13]([CH2:16][C:17]3[CH:22]=[CH:21][C:20]([C:23]4[C:24]([C:29]#[N:30])=[CH:25][CH:26]=[CH:27][CH:28]=4)=[CH:19][CH:18]=3)=[C:12]([CH2:31][CH2:32][CH3:33])[N:11]=[C:10]2[CH3:34])=[CH:3][C:2]=1[F:1])[CH3:36], predict the reactants needed to synthesize it. The reactants are: [F:1][C:2]1[CH:3]=[C:4]([N:9]2[C:14](=[O:15])[C:13]([CH2:16][C:17]3[CH:22]=[CH:21][C:20]([C:23]4[C:24]([C:29]#[N:30])=[CH:25][CH:26]=[CH:27][CH:28]=4)=[CH:19][CH:18]=3)=[C:12]([CH2:31][CH2:32][CH3:33])[N:11]=[C:10]2[CH3:34])[CH:5]=[CH:6][C:7]=1[OH:8].[CH2:35](I)[CH3:36].C(=O)([O-])[O-].[Cs+].[Cs+].C(OCC)(=O)C. (3) Given the product [CH2:25]([O:24][C:22]([C:21]1[NH:36][N:37]=[C:12]([C:9]2[S:8][C:7]([C:1]3[CH:6]=[CH:5][CH:4]=[CH:3][CH:2]=3)=[N:11][CH:10]=2)[CH:13]=1)=[O:23])[CH3:26], predict the reactants needed to synthesize it. The reactants are: [C:1]1([C:7]2[S:8][C:9]([C:12](=O)[CH3:13])=[CH:10][N:11]=2)[CH:6]=[CH:5][CH:4]=[CH:3][CH:2]=1.CC(C)([O-])C.[K+].[C:21](OCC)(=O)[C:22]([O:24][CH2:25][CH3:26])=[O:23].C(O)(=O)C.O.[NH2:36][NH2:37]. (4) Given the product [CH3:25][O:24][C:22](=[O:23])[CH2:21][C:18]1[CH:17]=[CH:16][C:15]([O:14][CH2:41]/[CH:40]=[C:39](/[C:36]2[CH:35]=[CH:34][C:33]([C:30]3[CH:29]=[CH:28][C:27]([Br:26])=[CH:32][CH:31]=3)=[CH:38][CH:37]=2)\[CH3:1])=[CH:20][CH:19]=1, predict the reactants needed to synthesize it. The reactants are: [CH2:1](P(CCCC)CCCC)CCC.[OH:14][C:15]1[CH:20]=[CH:19][C:18]([CH2:21][C:22]([O:24][CH3:25])=[O:23])=[CH:17][CH:16]=1.[Br:26][C:27]1[CH:32]=[CH:31][C:30]([C:33]2[CH:38]=[CH:37][C:36]([CH2:39]/[CH:40]=[CH:41]/CO)=[CH:35][CH:34]=2)=[CH:29][CH:28]=1. (5) Given the product [Cl:13][C:14]1[CH:19]=[CH:18][C:17]([S:20]([NH:12][C:11]2[N:7]([C:2]3[CH:3]=[CH:4][CH:5]=[CH:6][N:1]=3)[N:8]=[CH:9][CH:10]=2)(=[O:22])=[O:21])=[CH:16][CH:15]=1, predict the reactants needed to synthesize it. The reactants are: [N:1]1[CH:6]=[CH:5][CH:4]=[CH:3][C:2]=1[N:7]1[C:11]([NH2:12])=[CH:10][CH:9]=[N:8]1.[Cl:13][C:14]1[CH:19]=[CH:18][C:17]([S:20](Cl)(=[O:22])=[O:21])=[CH:16][CH:15]=1. (6) Given the product [Cl:8][C:14]1[C:15]([N+:17]([O-:19])=[O:18])=[CH:16][C:11]([F:10])=[CH:12][C:13]=1[N+:21]([O-:23])=[O:22], predict the reactants needed to synthesize it. The reactants are: CN(C=O)C.S(Cl)([Cl:8])=O.[F:10][C:11]1[CH:16]=[C:15]([N+:17]([O-:19])=[O:18])[C:14](O)=[C:13]([N+:21]([O-:23])=[O:22])[CH:12]=1. (7) Given the product [CH:1]([NH:4][CH2:5][CH2:6][O:7][C:8]1[CH:9]=[CH:10][C:11]([C:22]2[NH:31][C:30](=[O:32])[C:29]3[C:24](=[CH:25][C:26]([O:35][CH3:36])=[CH:27][C:28]=3[O:33][CH3:34])[N:23]=2)=[N:12][C:13]=1[C:14]1[CH:19]=[CH:18][CH:17]=[C:16]([S:20]([CH3:21])=[O:37])[CH:15]=1)([CH3:3])[CH3:2], predict the reactants needed to synthesize it. The reactants are: [CH:1]([NH:4][CH2:5][CH2:6][O:7][C:8]1[CH:9]=[CH:10][C:11]([C:22]2[NH:31][C:30](=[O:32])[C:29]3[C:24](=[CH:25][C:26]([O:35][CH3:36])=[CH:27][C:28]=3[O:33][CH3:34])[N:23]=2)=[N:12][C:13]=1[C:14]1[CH:19]=[CH:18][CH:17]=[C:16]([S:20][CH3:21])[CH:15]=1)([CH3:3])[CH3:2].[OH:37]OS([O-])=O.[K+].C([O-])([O-])=O.[Na+].[Na+].